Dataset: Forward reaction prediction with 1.9M reactions from USPTO patents (1976-2016). Task: Predict the product of the given reaction. Given the reactants [F:1][C@H:2]1[C@@H:7]([O:8][C:9]2[CH:16]=[CH:15][C:14]([C:17]3[N:22]=[C:21]([NH:23][C:24]4[CH:29]=[CH:28][C:27]([N:30]5[CH2:35][CH2:34][N:33]([CH:36]6[CH2:39][O:38][CH2:37]6)[CH2:32][CH2:31]5)=[CH:26][CH:25]=4)[N:20]=[CH:19][N:18]=3)=[CH:13][C:10]=2[C:11]#[N:12])[CH2:6][CH2:5][NH:4][CH2:3]1.[Na+].[OH:41][CH2:42][C@H:43]([CH3:47])[C:44]([O-])=[O:45].CN(C(ON1N=NC2C=CC=NC1=2)=[N+](C)C)C.F[P-](F)(F)(F)(F)F, predict the reaction product. The product is: [F:1][C@H:2]1[C@@H:7]([O:8][C:9]2[CH:16]=[CH:15][C:14]([C:17]3[N:22]=[C:21]([NH:23][C:24]4[CH:29]=[CH:28][C:27]([N:30]5[CH2:31][CH2:32][N:33]([CH:36]6[CH2:39][O:38][CH2:37]6)[CH2:34][CH2:35]5)=[CH:26][CH:25]=4)[N:20]=[CH:19][N:18]=3)=[CH:13][C:10]=2[C:11]#[N:12])[CH2:6][CH2:5][N:4]([C:42](=[O:41])[C@@H:43]([CH3:47])[CH2:44][OH:45])[CH2:3]1.